Dataset: Peptide-MHC class I binding affinity with 185,985 pairs from IEDB/IMGT. Task: Regression. Given a peptide amino acid sequence and an MHC pseudo amino acid sequence, predict their binding affinity value. This is MHC class I binding data. (1) The peptide sequence is PIQKETWETW. The MHC is HLA-B58:01 with pseudo-sequence HLA-B58:01. The binding affinity (normalized) is 0.410. (2) The peptide sequence is AQRPAKYSY. The MHC is HLA-B46:01 with pseudo-sequence HLA-B46:01. The binding affinity (normalized) is 0.0847. (3) The peptide sequence is EIKDRILSY. The MHC is HLA-A24:03 with pseudo-sequence HLA-A24:03. The binding affinity (normalized) is 0.0847. (4) The peptide sequence is HTIENSTAN. The binding affinity (normalized) is 0.182. The MHC is HLA-A26:01 with pseudo-sequence HLA-A26:01. (5) The peptide sequence is RQKLKDAEK. The MHC is HLA-A03:01 with pseudo-sequence HLA-A03:01. The binding affinity (normalized) is 0.0847. (6) The peptide sequence is QIFEVYWYL. The MHC is HLA-A02:03 with pseudo-sequence HLA-A02:03. The binding affinity (normalized) is 0.517. (7) The MHC is HLA-A32:01 with pseudo-sequence HLA-A32:01. The peptide sequence is YNISRKIVY. The binding affinity (normalized) is 0.0297.